Task: Regression/Classification. Given a drug SMILES string, predict its toxicity properties. Task type varies by dataset: regression for continuous values (e.g., LD50, hERG inhibition percentage) or binary classification for toxic/non-toxic outcomes (e.g., AMES mutagenicity, cardiotoxicity, hepatotoxicity). Dataset: herg_karim.. Dataset: hERG potassium channel inhibition data for cardiac toxicity prediction from Karim et al. (1) The drug is O=C(O)[C@H](Cc1ccc(F)cc1)N1CCC(CN2CCC(Oc3ccc(Cl)cc3Cl)CC2)CC1. The result is 0 (non-blocker). (2) The compound is O=C(Nc1ccc(-c2nnc(NCCCN3CCCCC3)o2)cc1)C1CCCCCC1. The result is 0 (non-blocker). (3) The molecule is CC(C)N1CCN(C(=O)[C@@H]2CC23CCN(C2CCOCC2)CC3)CC1. The result is 0 (non-blocker). (4) The molecule is CCC1(c2ccccc2)C(=O)NC(=O)NC1=O. The result is 0 (non-blocker). (5) The drug is COc1ccc(CCN(C)CCOc2ccc(OC)cc2)cc1. The result is 1 (blocker). (6) The molecule is COc1ccc([C@@H](O)C[C@H]2c3cc(OC)c(OC)cc3CCN2C)cc1. The result is 1 (blocker). (7) The drug is CN(CCCCOc1ccc([N+](=O)[O-])cc1)CCc1ccc([N+](=O)[O-])cc1. The result is 1 (blocker). (8) The drug is C[C@H]1CN(C(=O)[C@H]2CN(c3ccccn3)C[C@@H]2c2ccc(F)cc2F)C[C@@H](C)[C@]1(O)c1ccccc1. The result is 1 (blocker). (9) The drug is Cc1cc(C(=O)N2CCN(c3cccc(Cl)c3)CC2)n(-c2ccccc2)n1. The result is 1 (blocker).